Dataset: Peptide-MHC class II binding affinity with 134,281 pairs from IEDB. Task: Regression. Given a peptide amino acid sequence and an MHC pseudo amino acid sequence, predict their binding affinity value. This is MHC class II binding data. The peptide sequence is LFGGLNWITKVIMGA. The binding affinity (normalized) is 0.152. The MHC is DRB1_0401 with pseudo-sequence DRB1_0401.